From a dataset of Reaction yield outcomes from USPTO patents with 853,638 reactions. Predict the reaction yield, written as a fraction of the theoretical maximum amount of product (1.0 means a 100% yield; for example, 0.34 means a 34% yield). (1) The reactants are Br[C:2]1[N:3]=[C:4]([CH:7]([O:20][Si:21]([C:24]([CH3:27])([CH3:26])[CH3:25])([CH3:23])[CH3:22])[CH2:8][CH2:9][CH2:10][CH2:11][CH2:12][CH2:13][C:14]2[CH:19]=[CH:18][CH:17]=[CH:16][CH:15]=2)[O:5][CH:6]=1.C([O:31][CH2:32][C:33]([F:36])([F:35])[F:34])(=O)C. No catalyst specified. The product is [Si:21]([O:20][CH:7]([C:4]1[O:5][CH:6]=[C:2]([C:32](=[O:31])[C:33]([F:36])([F:35])[F:34])[N:3]=1)[CH2:8][CH2:9][CH2:10][CH2:11][CH2:12][CH2:13][C:14]1[CH:19]=[CH:18][CH:17]=[CH:16][CH:15]=1)([C:24]([CH3:27])([CH3:26])[CH3:25])([CH3:23])[CH3:22]. The yield is 0.410. (2) The reactants are [O:1]1[CH2:6][CH2:5][N:4]([C:7]2[CH:8]=[N:9][CH:10]=[C:11]3[C:16]=2[N:15]=[C:14]([C:17]([OH:19])=O)[CH:13]=[CH:12]3)[CH2:3][CH2:2]1.C(N1C=CN=C1)([N:22]1C=CN=C1)=O.[OH-].[NH4+].[Cl-].[NH4+].C(N(CC)CC)C. The catalyst is O.ClCCl. The product is [O:1]1[CH2:2][CH2:3][N:4]([C:7]2[CH:8]=[N:9][CH:10]=[C:11]3[C:16]=2[N:15]=[C:14]([C:17]([NH2:22])=[O:19])[CH:13]=[CH:12]3)[CH2:5][CH2:6]1. The yield is 0.0450.